From a dataset of Catalyst prediction with 721,799 reactions and 888 catalyst types from USPTO. Predict which catalyst facilitates the given reaction. Reactant: [NH2:1][C@@H:2]([C:18]1[CH:23]=[CH:22][C:21]([F:24])=[C:20]([F:25])[CH:19]=1)[CH2:3][C:4]([CH:6]1[C:11](=[O:12])[N:10]([CH:13]([CH3:15])[CH3:14])[C:9](=[O:16])[NH:8][C:7]1=[O:17])=O.Cl.[H][H]. Product: [NH2:1][C@@H:2]([C:18]1[CH:23]=[CH:22][C:21]([F:24])=[C:20]([F:25])[CH:19]=1)[CH2:3][CH2:4][CH:6]1[C:11](=[O:12])[N:10]([CH:13]([CH3:14])[CH3:15])[C:9](=[O:16])[NH:8][C:7]1=[O:17]. The catalyst class is: 490.